Dataset: Full USPTO retrosynthesis dataset with 1.9M reactions from patents (1976-2016). Task: Predict the reactants needed to synthesize the given product. (1) The reactants are: [O:1]1[CH:5]=[CH:4][N:3]=[CH:2]1.C([Li])CCC.[CH2:11]([N:14]([CH2:28][CH2:29][CH3:30])[C:15]([C:17]1[CH:18]=[C:19]([CH:24]=[C:25](I)[CH:26]=1)[C:20]([O:22][CH3:23])=[O:21])=[O:16])[CH2:12][CH3:13]. Given the product [CH2:28]([N:14]([CH2:11][CH2:12][CH3:13])[C:15]([C:17]1[CH:18]=[C:19]([CH:24]=[C:25]([C:2]2[O:1][CH:5]=[CH:4][N:3]=2)[CH:26]=1)[C:20]([O:22][CH3:23])=[O:21])=[O:16])[CH2:29][CH3:30], predict the reactants needed to synthesize it. (2) Given the product [N:28]1([NH:27][C:4]([C:6]2[S:7][C:8]([C:19]3[CH:24]=[CH:23][C:22]([O:25][CH3:26])=[CH:21][CH:20]=3)=[C:9]([C:11]3[CH:16]=[CH:15][C:14]([O:17][CH3:18])=[CH:13][CH:12]=3)[N:10]=2)=[O:5])[CH2:33][CH2:32][CH2:31][CH2:30][CH2:29]1, predict the reactants needed to synthesize it. The reactants are: C(O[C:4]([C:6]1[S:7][C:8]([C:19]2[CH:24]=[CH:23][C:22]([O:25][CH3:26])=[CH:21][CH:20]=2)=[C:9]([C:11]2[CH:16]=[CH:15][C:14]([O:17][CH3:18])=[CH:13][CH:12]=2)[N:10]=1)=[O:5])C.[NH2:27][N:28]1[CH2:33][CH2:32][CH2:31][CH2:30][CH2:29]1. (3) Given the product [Br:1][C:2]1[CH:3]=[C:4]2[C:8](=[CH:9][CH:10]=1)[N:7]([CH3:20])[C:6]1[C:11](=[O:17])[NH:12][CH2:13][CH2:14][C:15](=[O:16])[C:5]2=1, predict the reactants needed to synthesize it. The reactants are: [Br:1][C:2]1[CH:3]=[C:4]2[C:8](=[CH:9][CH:10]=1)[NH:7][C:6]1[C:11](=[O:17])[NH:12][CH2:13][CH2:14][C:15](=[O:16])[C:5]2=1.IC.[C:20](=O)([O-])[O-].[K+].[K+]. (4) Given the product [CH2:29]([O:31][C:32](=[O:37])[CH2:33][NH:34][C:35]([N:9]1[CH2:10][C@@H:11]([CH2:23][C:24]([CH3:25])([CH3:27])[CH3:26])[C@@:12]([C:15]2[CH:20]=[CH:19][C:18]([Cl:21])=[CH:17][C:16]=2[F:22])([C:13]#[N:14])[C@H:8]1[C:4]1[CH:5]=[CH:6][CH:7]=[C:2]([Cl:1])[C:3]=1[F:28])=[O:36])[CH3:30], predict the reactants needed to synthesize it. The reactants are: [Cl:1][C:2]1[C:3]([F:28])=[C:4]([CH:8]2[C:12]([C:15]3[CH:20]=[CH:19][C:18]([Cl:21])=[CH:17][C:16]=3[F:22])([C:13]#[N:14])[CH:11]([CH2:23][C:24]([CH3:27])([CH3:26])[CH3:25])[CH2:10][NH:9]2)[CH:5]=[CH:6][CH:7]=1.[CH2:29]([O:31][C:32](=[O:37])[CH2:33][N:34]=[C:35]=[O:36])[CH3:30]. (5) Given the product [NH2:1][C@@H:2]([CH3:7])[CH2:3][C:4]([O:6][CH2:12][CH3:13])=[O:5], predict the reactants needed to synthesize it. The reactants are: [NH2:1][C@@H:2]([CH3:7])[CH2:3][C:4]([OH:6])=[O:5].O=S(Cl)Cl.[CH3:12][CH2:13]O.